Predict the reaction yield, written as a fraction of the theoretical maximum amount of product (1.0 means a 100% yield; for example, 0.34 means a 34% yield). From a dataset of Reaction yield outcomes from USPTO patents with 853,638 reactions. (1) The reactants are [Cl:1][C:2]1[CH:3]=[CH:4][C:5]2[N:11]([CH2:12][C:13]([CH3:17])([CH3:16])[CH2:14][OH:15])[C:10](=[O:18])[C@@H:9]([CH2:19][C:20]([NH:22][CH2:23][CH2:24][CH2:25][CH2:26][C:27]([OH:29])=[O:28])=[O:21])[O:8][C@H:7]([C:30]3[CH:35]=[CH:34][CH:33]=[C:32]([O:36][CH3:37])[C:31]=3[O:38][CH3:39])[C:6]=2[CH:40]=1.N1C=CC=CC=1.[C:47](OCC)(=[O:49])[CH3:48].C(Cl)(=O)C. The catalyst is O. The product is [C:47]([O:15][CH2:14][C:13]([CH3:16])([CH3:17])[CH2:12][N:11]1[C:5]2[CH:4]=[CH:3][C:2]([Cl:1])=[CH:40][C:6]=2[C@@H:7]([C:30]2[CH:35]=[CH:34][CH:33]=[C:32]([O:36][CH3:37])[C:31]=2[O:38][CH3:39])[O:8][C@H:9]([CH2:19][C:20]([NH:22][CH2:23][CH2:24][CH2:25][CH2:26][C:27]([OH:29])=[O:28])=[O:21])[C:10]1=[O:18])(=[O:49])[CH3:48]. The yield is 0.800. (2) The reactants are C[C:2]1([CH3:10])[O:7][C:6](=[O:8])[CH2:5][C:4](=[O:9])O1.C(Cl)Cl.N1C=CC=CC=1.[Cl:20][C:21]1[CH:26]=[CH:25][C:24]([CH:27](C)[C:28](Cl)=O)=[CH:23][CH:22]=1.Cl.C(O)C. No catalyst specified. The product is [Cl:20][C:21]1[CH:26]=[CH:25][C:24]([CH:27]([CH3:28])[C:4](=[O:9])[CH2:5][C:6]([O:7][CH2:2][CH3:10])=[O:8])=[CH:23][CH:22]=1. The yield is 0.920. (3) The reactants are [Si]([O:8][CH2:9][CH2:10][CH2:11][CH2:12][CH2:13][CH2:14][CH2:15][CH2:16][CH2:17][CH2:18][CH2:19][CH2:20][C:21]1[CH:22]=[N:23][CH:24]=[CH:25][CH:26]=1)(C(C)(C)C)(C)C.[F-].C([N+](CCCC)(CCCC)CCCC)CCC. The catalyst is O1CCCC1. The product is [N:23]1[CH:24]=[CH:25][CH:26]=[C:21]([CH2:20][CH2:19][CH2:18][CH2:17][CH2:16][CH2:15][CH2:14][CH2:13][CH2:12][CH2:11][CH2:10][CH2:9][OH:8])[CH:22]=1. The yield is 0.900. (4) The reactants are [OH:1][NH:2][C:3]([C:5]1[C:14]2[C:9](=[CH:10][CH:11]=[CH:12][CH:13]=2)[CH:8]=[CH:7][N:6]=1)=[NH:4].[F:15][C:16]1[CH:24]=[C:20]([C:21](O)=O)[C:19]([OH:25])=[CH:18][CH:17]=1. No catalyst specified. The product is [F:15][C:16]1[CH:17]=[CH:18][C:19]([OH:25])=[C:20]([C:21]2[O:1][N:2]=[C:3]([C:5]3[C:14]4[C:9](=[CH:10][CH:11]=[CH:12][CH:13]=4)[CH:8]=[CH:7][N:6]=3)[N:4]=2)[CH:24]=1. The yield is 0.170. (5) The reactants are [NH2:1][C:2]1[CH:7]=[CH:6][C:5]([CH2:8][CH2:9][CH2:10][C:11]([OH:13])=[O:12])=[CH:4][CH:3]=1.[C:14]1(=O)[CH2:17][CH2:16][CH2:15]1.[Si]([C:23]#[N:24])(C)(C)C. The catalyst is C(OCC)(=O)C. The product is [C:23]([C:14]1([NH:1][C:2]2[CH:3]=[CH:4][C:5]([CH2:8][CH2:9][CH2:10][C:11]([OH:13])=[O:12])=[CH:6][CH:7]=2)[CH2:17][CH2:16][CH2:15]1)#[N:24]. The yield is 0.740. (6) No catalyst specified. The product is [CH3:11][C:10]1[O:9][N:8]=[C:7]([C:12]2[CH:13]=[N:14][CH:15]=[CH:16][CH:17]=2)[C:6]=1[CH2:4][OH:3]. The reactants are C([O:3][C:4]([C:6]1[C:7]([C:12]2[CH:13]=[N:14][CH:15]=[CH:16][CH:17]=2)=[N:8][O:9][C:10]=1[CH3:11])=O)C.C(OC(C1C(C2C=CC=C(F)C=2)=NOC=1C)=O)C. The yield is 0.670. (7) The reactants are [NH2:1][CH2:2][CH2:3][CH2:4][N:5]([CH3:10])[CH2:6][CH2:7][CH2:8][NH2:9].CO[C:13]1[C:22](=[O:23])[C:17]2[N:18]=[C:19]([CH3:21])[S:20][C:16]=2[C:15](=[O:24])[CH:14]=1. The product is [CH3:10][N:5]([CH2:6][CH2:7][CH2:8][NH:9][C:13]1[C:22](=[O:23])[C:17]2[N:18]=[C:19]([CH3:21])[S:20][C:16]=2[C:15](=[O:24])[CH:14]=1)[CH2:4][CH2:3][CH2:2][NH:1][C:13]1[C:22](=[O:23])[C:17]2[N:18]=[C:19]([CH3:21])[S:20][C:16]=2[C:15](=[O:24])[CH:14]=1. The catalyst is C(O)C. The yield is 0.360. (8) The reactants are [CH3:1][S:2][C:3]1[N:8]=[CH:7][C:6]2=[CH:9][CH:10]=[C:11]([C:12]3[CH:17]=[CH:16][CH:15]=[CH:14][C:13]=3[OH:18])[N:5]2[N:4]=1.C(Cl)Cl.C1C=C(Cl)C=C(C(OO)=[O:30])C=1. No catalyst specified. The product is [CH3:1][S:2]([C:3]1[N:8]=[CH:7][C:6]2=[CH:9][CH:10]=[C:11]([C:12]3[CH:17]=[CH:16][CH:15]=[CH:14][C:13]=3[OH:18])[N:5]2[N:4]=1)=[O:30]. The yield is 0.860.